Dataset: Peptide-MHC class II binding affinity with 134,281 pairs from IEDB. Task: Regression. Given a peptide amino acid sequence and an MHC pseudo amino acid sequence, predict their binding affinity value. This is MHC class II binding data. (1) The peptide sequence is GELQIVVKIDAAFKI. The MHC is DRB4_0101 with pseudo-sequence DRB4_0103. The binding affinity (normalized) is 0.572. (2) The peptide sequence is RREVHIYYLEKANKI. The MHC is DRB5_0101 with pseudo-sequence DRB5_0101. The binding affinity (normalized) is 0.703. (3) The peptide sequence is ANEAVQDPKFWELVD. The MHC is DRB1_0801 with pseudo-sequence DRB1_0801. The binding affinity (normalized) is 0.233.